Dataset: Forward reaction prediction with 1.9M reactions from USPTO patents (1976-2016). Task: Predict the product of the given reaction. (1) Given the reactants [CH3:1][NH:2][C:3]1[N:8]=[C:7]([CH2:9][CH2:10][O:11][C:12]2[CH:17]=[CH:16][C:15]([CH2:18][C@@H:19]([C:26]3[S:27][CH:28]=[CH:29][N:30]=3)[CH2:20][C:21]([O:23]CC)=[O:22])=[CH:14][CH:13]=2)[CH:6]=[CH:5][CH:4]=1.CNC1N=C(CCOC2C=CC(CC(C3SC=CN=3)CC(OCC)=O)=CC=2)C=CC=1, predict the reaction product. The product is: [CH3:1][NH:2][C:3]1[N:8]=[C:7]([CH2:9][CH2:10][O:11][C:12]2[CH:17]=[CH:16][C:15]([CH2:18][C@@H:19]([C:26]3[S:27][CH:28]=[CH:29][N:30]=3)[CH2:20][C:21]([OH:23])=[O:22])=[CH:14][CH:13]=2)[CH:6]=[CH:5][CH:4]=1. (2) The product is: [F:27][C:2]([F:1])([F:26])[O:3][C:4]1[CH:9]=[CH:8][C:7]([S:10]([N:13]2[CH2:14][CH2:15][NH:16][CH2:17][CH2:18]2)(=[O:12])=[O:11])=[CH:6][CH:5]=1. Given the reactants [F:1][C:2]([F:27])([F:26])[O:3][C:4]1[CH:9]=[CH:8][C:7]([S:10]([N:13]2[CH2:18][CH2:17][N:16](C(OC(C)(C)C)=O)[CH2:15][CH2:14]2)(=[O:12])=[O:11])=[CH:6][CH:5]=1.Cl.O1CCOCC1, predict the reaction product. (3) The product is: [F:1][C:2]1[CH:18]=[CH:17][C:5]2[N:6]=[C:7]([NH:9][C@H:10]3[CH2:14][CH2:13][CH2:12][C@@H:11]3[N:15]([CH3:16])[C:30](=[O:31])[C:29]3[C:28]([O:27][CH3:26])=[CH:36][CH:35]=[CH:34][C:33]=3[O:37][CH3:38])[S:8][C:4]=2[CH:3]=1. Given the reactants [F:1][C:2]1[CH:18]=[CH:17][C:5]2[N:6]=[C:7]([NH:9][C@H:10]3[CH2:14][CH2:13][CH2:12][C@@H:11]3[NH:15][CH3:16])[S:8][C:4]=2[CH:3]=1.C(N(CC)CC)C.[CH3:26][O:27][C:28]1[CH:36]=[CH:35][CH:34]=[C:33]([O:37][CH3:38])[C:29]=1[C:30](Cl)=[O:31], predict the reaction product. (4) Given the reactants C([Si](CC)(CC)[C:4]1[NH:16][C:7]2=[N:8][CH:9]=[C:10]([C:12]([F:15])([F:14])[F:13])[CH:11]=[C:6]2[C:5]=1[CH2:17][CH2:18][OH:19])C.CCCC[N+](CCCC)(CCCC)CCCC.[F-], predict the reaction product. The product is: [F:15][C:12]([F:13])([F:14])[C:10]1[CH:11]=[C:6]2[C:5]([CH2:17][CH2:18][OH:19])=[CH:4][NH:16][C:7]2=[N:8][CH:9]=1.